This data is from Experimentally validated miRNA-target interactions with 360,000+ pairs, plus equal number of negative samples. The task is: Binary Classification. Given a miRNA mature sequence and a target amino acid sequence, predict their likelihood of interaction. (1) The miRNA is hsa-miR-4490 with sequence UCUGGUAAGAGAUUUGGGCAUA. The protein sequence of the target gene is MEHRSKMEFFQKLGYSQEDVVRVLGKLGDSALVNDVLQELIQTGSRPRAQEDPASGTGVVLIPRGCCGVQDSAQQGPGTRPRRGWRRSSPLLRPIVIDGSNVAMSHGNKEAFSCRGIRLAVDWFTDRGHTYIKVFVPSWRKEPSRSDTPIREQHVLEELERQAVLVYTPSRKVNGKRVVCYDDRYIVKVAYEKDGIIVSNDNYRDLQNENPEWKWFIEQRLLMFSFVNDRFMPPDDPLGRRGPTLSNFLSKKPRPPEPSWQHCPYGKKCTYGVKCRFYHPERPHHGQLSVADELRAKTRA.... Result: 0 (no interaction). (2) The miRNA is hsa-miR-652-5p with sequence CAACCCUAGGAGAGGGUGCCAUUCA. The protein sequence of the target gene is MGPRGAASLPRGPGPRRLLLPVVLPLLLLLLLAPPGSGAGASRPPHLVFLLADDLGWNDVGFHGSRIRTPHLDALAAGGVLLDNYYTQPLCTPSRSQLLTGRYQIRTGLQHQIIWPCQPSCVPLDEKLLPQLLKEAGYTTHMVGKWHLGMYRKECLPTRRGFDTYFGYLLGSEDYYSHERCTLIDALNVTRCALDFRDGEEVATGYKNMYSTNIFTKRAIALITNHPPEKPLFLYLALQSVHEPLQVPEEYLKPYDFIQDKNRHHYAGMVSLMDEAVGNVTAALKSSGLWNNTVFIFSTD.... Result: 1 (interaction). (3) The miRNA is hsa-miR-519b-5p with sequence CUCUAGAGGGAAGCGCUUUCUG. The protein sequence of the target gene is MLSRVVLSAAATAAPSLKNAAFLGPGVLQATRTFHTGQPHLVPVPPLPEYGGKVRYGLIPEEFFQFLYPKTGVTGPYVLGTGLILYALSKEIYVISAETFTALSVLGVMVYGIKKYGPFVADFADKLNEQKLAQLEEAKQASIQHIQNAIDTEKSQQALVQKRHYLFDVQRNNIAMALEVTYRERLYRVYKEVKNRLDYHISVQNMMRRKEQEHMINWVEKHVVQSISTQQEKETIAKCIADLKLLAKKAQAQPVM. Result: 1 (interaction). (4) The miRNA is hsa-miR-324-3p with sequence CCCACUGCCCCAGGUGCUGCUGG. The protein sequence of the target gene is MTRILTAFKVVRTLKTGFGFTNVTAHQKWKFSRPGIRLLSVKAQTAHIVLEDGTKMKGYSFGHPSSVAGEVVFNTGLGGYPEAITDPAYKGQILTMANPIIGNGGAPDTTALDELGLSKYLESNGIKVSGLLVLDYSKDYNHWLATKSLGQWLQEEKVPAIYGVDTRMLTKIIRDKGTMLGKIEFEGQPVDFVDPNKQNLIAEVSTKDVKVYGKGNPTKVVAVDCGIKNNVIRLLVKRGAEVHLVPWNHDFTKMEYDGILIAGGPGNPALAEPLIQNVRKILESDRKEPLFGISTGNLIT.... Result: 1 (interaction). (5) The miRNA is hsa-miR-519c-3p with sequence AAAGUGCAUCUUUUUAGAGGAU. The protein sequence of the target gene is MKGSNRNKDHSTEGEGDGKRPKRKCLQWHPLLAKKLLDFSEEEEEDEEEEDIDKVQLLEADGLEQDVAETEDDESPEQRARRPMNAFLLFCKRHRSLVRQEHPRLDNRGATKILADWWAVLDPKEKQKYTDMAKEYKDAFMKANPGYRWCPTTNKPVKSPTPTVNPRKKLWAFPPDSSRDLPTPKKAKTEVPQLNFGMADPTQMGGLSMLLLAGEHALGTPEASSGTCRPDISESPELRQKSPLFQFAEISSRTSHPDAPSKQCQASALFQFAEISSSTSQLGGTEPVKRCGNSALFQLA.... Result: 0 (no interaction). (6) The miRNA is hsa-miR-519c-3p with sequence AAAGUGCAUCUUUUUAGAGGAU. The protein sequence of the target gene is MANSMNGRNPGGRGGNPRKGRILGIIDAIQDAVGPPKQAAADRRTVEKTWKLMDKVVRLCQNPKLQLKNSPPYILDILPDTYQHLRLILSKYDDNQKLAQLSENEYFKIYIDSLMKKSKRAIRLFKEGKERMYEEQSQDRRNLTKLSLIFSHMLAEIKAIFPNGQFQGDNFRITKADAAEFWRKFFGDKTIVPWKVFRQCLHEVHQISSGLEAMALKSTIDLTCNDYISVFEFDIFTRLFQPWGSILRNWNFLAVTHPGYMAFLTYDEVKARLQKYSTKPGSYIFRLSCTRLGQWAIGYV.... Result: 0 (no interaction). (7) The miRNA is hsa-miR-6081 with sequence AGGAGCAGUGCCGGCCAAGGCGCC. The protein sequence of the target gene is MALGLQRARSTTELRKEKSRDAARSRRSQETEVLYQLAHTLPFARGVSAHLDKASIMRLTISYLRMHRLCAAGEWNQVGAGGEPLDACYLKALEGFVMVLTAEGDMAYLSENVSKHLGLSQLELIGHSIFDFIHPCDQEELQDALTPQQTLSRRKVEAPTERCFSLRMKSTLTSRGRTLNLKAATWKVLNCSGHMRAYKPPAQTSPAGSPDSEPPLQCLVLICEAIPHPGSLEPPLGRGAFLSRHSLDMKFTYCDDRIAEVAGYSPDDLIGCSAYEYIHALDSDAVSKSIHTLLSKGQAV.... Result: 1 (interaction). (8) The miRNA is hsa-miR-4657 with sequence AAUGUGGAAGUGGUCUGAGGCAU. The protein sequence of the target gene is MALKRINKELSDLARDPPAQCSAGPVGDDMFHWQATIMGPNDSPYQGGVFFLTIHFPTDYPFKPPKVAFTTRIYHPNINSNGSICLDILRSQWSPALTISKVLLSICSLLCDPNPDDPLVPEIARIYKTDRDKYNRISREWTQKYAM. Result: 1 (interaction).